From a dataset of Catalyst prediction with 721,799 reactions and 888 catalyst types from USPTO. Predict which catalyst facilitates the given reaction. (1) Reactant: CO[CH:3](OC)[N:4]([CH3:6])[CH3:5].[CH3:9][C:10]1[C:15]([N+:16]([O-:18])=[O:17])=[CH:14][CH:13]=[CH:12][C:11]=1[C:19]([F:22])([F:21])[F:20].O. Product: [CH3:5][N:4]([CH3:6])/[CH:3]=[CH:9]/[C:10]1[C:11]([C:19]([F:22])([F:21])[F:20])=[CH:12][CH:13]=[CH:14][C:15]=1[N+:16]([O-:18])=[O:17]. The catalyst class is: 9. (2) Reactant: [OH:1][C:2]1[CH:3]=[N:4][CH:5]=[C:6]([CH:11]=1)[C:7]([O:9][CH3:10])=[O:8].C([O-])([O-])=O.[K+].[K+].Br[CH2:19][C:20]1[CH:25]=[CH:24][CH:23]=[CH:22][CH:21]=1. Product: [CH2:19]([O:1][C:2]1[CH:3]=[N:4][CH:5]=[C:6]([CH:11]=1)[C:7]([O:9][CH3:10])=[O:8])[C:20]1[CH:25]=[CH:24][CH:23]=[CH:22][CH:21]=1. The catalyst class is: 3. (3) Reactant: Br[C:2]1[CH:7]=[CH:6][N:5]=[C:4]([CH:8]2[N:12]([C:13]3[CH:18]=[CH:17][C:16]([F:19])=[CH:15][C:14]=3[F:20])[N:11]=[C:10]([C:21]([F:27])([F:26])[C:22]([F:25])([F:24])[F:23])[CH2:9]2)[CH:3]=1.[C:28]([N:35]1[CH2:40][CH2:39][NH:38][CH2:37][CH2:36]1)([O:30][C:31]([CH3:34])([CH3:33])[CH3:32])=[O:29].C1C=CC(P(C2C(C3C(P(C4C=CC=CC=4)C4C=CC=CC=4)=CC=C4C=3C=CC=C4)=C3C(C=CC=C3)=CC=2)C2C=CC=CC=2)=CC=1.CC(C)([O-])C.[Na+]. Product: [C:28]([N:35]1[CH2:36][CH2:37][N:38]([C:2]2[CH:7]=[CH:6][N:5]=[C:4]([CH:8]3[N:12]([C:13]4[CH:18]=[CH:17][C:16]([F:19])=[CH:15][C:14]=4[F:20])[N:11]=[C:10]([C:21]([F:27])([F:26])[C:22]([F:25])([F:24])[F:23])[CH2:9]3)[CH:3]=2)[CH2:39][CH2:40]1)([O:30][C:31]([CH3:34])([CH3:33])[CH3:32])=[O:29]. The catalyst class is: 187.